From a dataset of Reaction yield outcomes from USPTO patents with 853,638 reactions. Predict the reaction yield, written as a fraction of the theoretical maximum amount of product (1.0 means a 100% yield; for example, 0.34 means a 34% yield). (1) The reactants are [Cl:1][C:2]1[C:19]([F:20])=[CH:18][CH:17]=[C:16]([F:21])[C:3]=1[CH2:4][N:5]1[CH2:10][CH2:9][NH:8][C:7]2[N:11]=[CH:12][C:13](I)=[CH:14][C:6]1=2.[CH3:22][CH:23]([CH3:34])[CH2:24][CH2:25][N:26]1[CH:30]=[C:29](B(O)O)[CH:28]=[N:27]1. No catalyst specified. The product is [Cl:1][C:2]1[C:19]([F:20])=[CH:18][CH:17]=[C:16]([F:21])[C:3]=1[CH2:4][N:5]1[CH2:10][CH2:9][NH:8][C:7]2[N:11]=[CH:12][C:13]([C:29]3[CH:28]=[N:27][N:26]([CH2:25][CH2:24][CH:23]([CH3:34])[CH3:22])[CH:30]=3)=[CH:14][C:6]1=2. The yield is 0.210. (2) The yield is 0.810. The catalyst is C(Cl)Cl. The reactants are [C:1]([CH:3]([C:11]1[N:12]=[N:13][CH:14]=[C:15]([CH3:17])[CH:16]=1)C(OC(C)(C)C)=O)#[N:2].FC(F)(F)C(O)=O. The product is [CH3:17][C:15]1[CH:16]=[C:11]([CH2:3][C:1]#[N:2])[N:12]=[N:13][CH:14]=1. (3) The reactants are C([N:8]1[CH2:12][CH:11]([C:13]2[CH:18]=[CH:17][C:16]([Cl:19])=[C:15]([Cl:20])[CH:14]=2)[CH:10]([CH:21]([O:23][C:24]2[CH:31]=[CH:30][C:27]([C:28]#[N:29])=[CH:26][N:25]=2)[CH3:22])[CH2:9]1)C1C=CC=CC=1.ClC(OCC(Cl)(Cl)Cl)=O. The catalyst is CC#N. The product is [Cl:20][C:15]1[CH:14]=[C:13]([CH:11]2[CH2:12][NH:8][CH2:9][CH:10]2[CH:21]([O:23][C:24]2[CH:31]=[CH:30][C:27]([C:28]#[N:29])=[CH:26][N:25]=2)[CH3:22])[CH:18]=[CH:17][C:16]=1[Cl:19]. The yield is 0.600.